This data is from NCI-60 drug combinations with 297,098 pairs across 59 cell lines. The task is: Regression. Given two drug SMILES strings and cell line genomic features, predict the synergy score measuring deviation from expected non-interaction effect. (1) Synergy scores: CSS=7.92, Synergy_ZIP=-2.12, Synergy_Bliss=2.17, Synergy_Loewe=-22.4, Synergy_HSA=-2.04. Drug 1: CC1C(C(CC(O1)OC2CC(CC3=C2C(=C4C(=C3O)C(=O)C5=C(C4=O)C(=CC=C5)OC)O)(C(=O)C)O)N)O.Cl. Cell line: BT-549. Drug 2: CC1=C(C(CCC1)(C)C)C=CC(=CC=CC(=CC(=O)O)C)C. (2) Drug 1: C1CC(=O)NC(=O)C1N2CC3=C(C2=O)C=CC=C3N. Drug 2: C1=NC(=NC(=O)N1C2C(C(C(O2)CO)O)O)N. Cell line: HCT116. Synergy scores: CSS=19.2, Synergy_ZIP=-2.10, Synergy_Bliss=4.17, Synergy_Loewe=5.97, Synergy_HSA=6.06. (3) Drug 1: C1=NC(=NC(=O)N1C2C(C(C(O2)CO)O)O)N. Drug 2: C1CNP(=O)(OC1)N(CCCl)CCCl. Cell line: K-562. Synergy scores: CSS=56.9, Synergy_ZIP=1.15, Synergy_Bliss=-0.138, Synergy_Loewe=-45.6, Synergy_HSA=0.706. (4) Drug 1: C1CC(C1)(C(=O)O)C(=O)O.[NH2-].[NH2-].[Pt+2]. Drug 2: C1C(C(OC1N2C=NC3=C2NC=NCC3O)CO)O. Cell line: CAKI-1. Synergy scores: CSS=1.95, Synergy_ZIP=0.711, Synergy_Bliss=2.41, Synergy_Loewe=0.267, Synergy_HSA=-0.343. (5) Drug 1: C1=C(C(=O)NC(=O)N1)F. Drug 2: CC12CCC3C(C1CCC2O)C(CC4=C3C=CC(=C4)O)CCCCCCCCCS(=O)CCCC(C(F)(F)F)(F)F. Cell line: RPMI-8226. Synergy scores: CSS=68.9, Synergy_ZIP=-9.37, Synergy_Bliss=-19.8, Synergy_Loewe=-21.1, Synergy_HSA=-20.5. (6) Drug 1: CC1=C2C(C(=O)C3(C(CC4C(C3C(C(C2(C)C)(CC1OC(=O)C(C(C5=CC=CC=C5)NC(=O)OC(C)(C)C)O)O)OC(=O)C6=CC=CC=C6)(CO4)OC(=O)C)OC)C)OC. Drug 2: C1=NC2=C(N1)C(=S)N=CN2. Cell line: UACC-257. Synergy scores: CSS=14.1, Synergy_ZIP=-9.83, Synergy_Bliss=-13.6, Synergy_Loewe=-11.2, Synergy_HSA=-9.81.